From a dataset of Reaction yield outcomes from USPTO patents with 853,638 reactions. Predict the reaction yield, written as a fraction of the theoretical maximum amount of product (1.0 means a 100% yield; for example, 0.34 means a 34% yield). (1) The reactants are [NH:1]1[C:5]([C:6]2[CH:11]=[CH:10][CH:9]=[CH:8][C:7]=2B(O)O)=[N:4][N:3]=[N:2]1.Br[C:16]1[C:17]([F:42])=[C:18]([NH:31][C:32]([NH:34][C:35]2[CH:40]=[CH:39][C:38]([CH3:41])=[CH:37][CH:36]=2)=[O:33])[C:19]([N:22]([CH2:27][CH:28]([CH3:30])[CH3:29])[CH2:23][CH:24]([CH3:26])[CH3:25])=[CH:20][CH:21]=1.C(=O)([O-])[O-].[K+].[K+].CC(O)=O. The catalyst is CN(C=O)C.C1C=CC([P]([Pd]([P](C2C=CC=CC=2)(C2C=CC=CC=2)C2C=CC=CC=2)([P](C2C=CC=CC=2)(C2C=CC=CC=2)C2C=CC=CC=2)[P](C2C=CC=CC=2)(C2C=CC=CC=2)C2C=CC=CC=2)(C2C=CC=CC=2)C2C=CC=CC=2)=CC=1. The product is [CH2:23]([N:22]([CH2:27][CH:28]([CH3:30])[CH3:29])[C:19]1[CH:20]=[CH:21][C:16]([C:7]2[CH:8]=[CH:9][CH:10]=[CH:11][C:6]=2[C:5]2[NH:4][N:3]=[N:2][N:1]=2)=[C:17]([F:42])[C:18]=1[NH:31][C:32]([NH:34][C:35]1[CH:40]=[CH:39][C:38]([CH3:41])=[CH:37][CH:36]=1)=[O:33])[CH:24]([CH3:26])[CH3:25]. The yield is 0.160. (2) The reactants are [CH3:1][S:2]([O:5][CH2:6][CH2:7][N:8]([CH2:24][CH2:25][O:26][S:27]([CH3:30])(=[O:29])=[O:28])[C:9]1[C:10]([N+:21]([O-:23])=[O:22])=[CH:11][C:12]([N+:18]([O-:20])=[O:19])=[C:13]([CH:17]=1)[C:14](O)=[O:15])(=[O:4])=[O:3].[NH2:31][CH2:32][CH:33]([OH:36])[CH2:34][OH:35].Cl. No catalyst specified. The product is [CH3:1][S:2]([O:5][CH2:6][CH2:7][N:8]([CH2:24][CH2:25][O:26][S:27]([CH3:30])(=[O:29])=[O:28])[C:9]1[CH:17]=[C:13]([C:14]([NH:31][CH2:32][CH:33]([OH:36])[CH2:34][OH:35])=[O:15])[C:12]([N+:18]([O-:20])=[O:19])=[CH:11][C:10]=1[N+:21]([O-:23])=[O:22])(=[O:3])=[O:4]. The yield is 0.870. (3) The reactants are [CH2:1]([C@H:8]1[NH:23][C:22](=[O:24])[C@@H:21]([CH3:25])[NH:20][C:19](=[O:26])[CH2:18][C@@H:17](/[CH:27]=[CH:28]/[CH2:29][CH2:30][S:31]C(C2C=CC=CC=2)(C2C=CC=CC=2)C2C=CC=CC=2)[O:16][C:15](=[O:51])[CH2:14][NH:13][C:12](=[O:52])[C@@H:11]([CH:53]([CH3:55])[CH3:54])[NH:10][C:9]1=[O:56])[C:2]1[CH:7]=[CH:6][CH:5]=[CH:4][CH:3]=1.[SiH](CC)(CC)CC.C(O)(C(F)(F)F)=O. The catalyst is C(Cl)Cl. The product is [CH2:1]([C@H:8]1[NH:23][C:22](=[O:24])[C@@H:21]([CH3:25])[NH:20][C:19](=[O:26])[CH2:18][C@@H:17](/[CH:27]=[CH:28]/[CH2:29][CH2:30][SH:31])[O:16][C:15](=[O:51])[CH2:14][NH:13][C:12](=[O:52])[C@@H:11]([CH:53]([CH3:55])[CH3:54])[NH:10][C:9]1=[O:56])[C:2]1[CH:7]=[CH:6][CH:5]=[CH:4][CH:3]=1. The yield is 0.360. (4) The reactants are [S:1]1[C:5]2[CH:6]=[CH:7][CH:8]=[CH:9][C:4]=2[NH:3][C:2]1=[N:10][S:11]([C:14]1[CH:19]=[CH:18][C:17]([CH3:20])=[CH:16][CH:15]=1)(=[O:13])=[O:12].[H-].[Na+].Br[CH2:24][C:25]([C:27]1[CH:32]=[CH:31][C:30]([CH3:33])=[CH:29][CH:28]=1)=[O:26]. The catalyst is CN(C=O)C. The product is [CH3:20][C:17]1[CH:16]=[CH:15][C:14]([S:11]([N:10]=[C:2]2[N:3]([CH2:24][C:25](=[O:26])[C:27]3[CH:32]=[CH:31][C:30]([CH3:33])=[CH:29][CH:28]=3)[C:4]3[CH:9]=[CH:8][CH:7]=[CH:6][C:5]=3[S:1]2)(=[O:12])=[O:13])=[CH:19][CH:18]=1. The yield is 1.00. (5) The catalyst is O1CCOCC1.O.C1C=CC(P(C2C=CC=CC=2)[C-]2C=CC=C2)=CC=1.C1C=CC(P(C2C=CC=CC=2)[C-]2C=CC=C2)=CC=1.Cl[Pd]Cl.[Fe+2]. The product is [CH2:1]([O:8][C:9]1[N:10]=[CH:11][C:12]([C:42]2[CH:43]=[CH:44][C:39]([CH2:38][C:37]([NH:36][C:33]3[CH:34]=[CH:35][C:30]([O:29][CH2:28][CH2:27][O:26][CH2:19][C:20]4[CH:21]=[CH:22][CH:23]=[CH:24][CH:25]=4)=[C:31]([C:56]([F:57])([F:59])[F:58])[CH:32]=3)=[O:55])=[C:40]([F:54])[CH:41]=2)=[C:13]([O:15][CH2:16][CH3:17])[CH:14]=1)[C:2]1[CH:7]=[CH:6][CH:5]=[CH:4][CH:3]=1. The reactants are [CH2:1]([O:8][C:9]1[CH:14]=[C:13]([O:15][CH2:16][CH3:17])[C:12](I)=[CH:11][N:10]=1)[C:2]1[CH:7]=[CH:6][CH:5]=[CH:4][CH:3]=1.[CH2:19]([O:26][CH2:27][CH2:28][O:29][C:30]1[CH:35]=[CH:34][C:33]([NH:36][C:37](=[O:55])[CH2:38][C:39]2[CH:44]=[CH:43][C:42](B3OC(C)(C)C(C)(C)O3)=[CH:41][C:40]=2[F:54])=[CH:32][C:31]=1[C:56]([F:59])([F:58])[F:57])[C:20]1[CH:25]=[CH:24][CH:23]=[CH:22][CH:21]=1.C([O-])([O-])=O.[Cs+].[Cs+]. The yield is 0.241.